Task: Predict the product of the given reaction.. Dataset: Forward reaction prediction with 1.9M reactions from USPTO patents (1976-2016) (1) The product is: [CH3:57][O:56][C:52]1[CH:51]=[C:50]2[C:55]([C:46]([O:45][CH2:44][C:43]3[N:39]4[N:40]=[C:35]([C:32]5[CH:33]=[CH:34][C:29]([F:28])=[CH:30][CH:31]=5)[CH:36]=[N:37][C:38]4=[N:41][N:42]=3)=[CH:47][CH:48]=[N:49]2)=[CH:54][CH:53]=1. Given the reactants C1(C2N=NC(NNC(=O)CC3C=C4C(=CC=3)N=CC=C4)=NC=2)C=CC=CC=1.[F:28][C:29]1[CH:34]=[CH:33][C:32]([C:35]2[N:40]=[N:39][C:38]([NH:41][NH:42][C:43](=O)[CH2:44][O:45][C:46]3[C:55]4[C:50](=[CH:51][C:52]([O:56][CH3:57])=[CH:53][CH:54]=4)[N:49]=[CH:48][CH:47]=3)=[N:37][CH:36]=2)=[CH:31][CH:30]=1, predict the reaction product. (2) Given the reactants [Cl:1][C:2]1[CH:3]=[C:4]2[C:8](=[C:9]([N+:11]([O-:13])=[O:12])[CH:10]=1)[NH:7][C:6]([CH2:14]O)=[CH:5]2.N1C=CN=C1.C1(P(C2C=CC=CC=2)C2C=CC=CC=2)C=CC=CC=1.[I:40]I, predict the reaction product. The product is: [Cl:1][C:2]1[CH:3]=[C:4]2[C:8](=[C:9]([N+:11]([O-:13])=[O:12])[CH:10]=1)[NH:7][C:6]([CH2:14][I:40])=[CH:5]2. (3) Given the reactants [Cl:1][C:2]1[CH:3]=[CH:4][C:5]2[NH:6][CH:7]=[N:8][C:9](=O)[C:10]=2[N:11]=1.CCN(C(C)C)C(C)C.O=P(Cl)(Cl)[Cl:24], predict the reaction product. The product is: [Cl:24][C:9]1[C:10]2[N:11]=[C:2]([Cl:1])[CH:3]=[CH:4][C:5]=2[N:6]=[CH:7][N:8]=1. (4) Given the reactants [C:1]([C:3]1[CH:4]=[C:5]([C:9]2[CH:14]=[CH:13][C:12]([C:15]([CH3:20])([CH3:19])[C:16]([OH:18])=O)=[CH:11][CH:10]=2)[CH:6]=[N:7][CH:8]=1)#[N:2].[CH3:21][CH:22](C)[C@H:23]([NH2:25])[CH3:24], predict the reaction product. The product is: [C@H:23]([NH:25][C:16](=[O:18])[C:15]([C:12]1[CH:11]=[CH:10][C:9]([C:5]2[CH:6]=[N:7][CH:8]=[C:3]([C:1]#[N:2])[CH:4]=2)=[CH:14][CH:13]=1)([CH3:20])[CH3:19])([CH2:22][CH3:21])[CH3:24]. (5) Given the reactants Br[C:2]1[CH:3]=[CH:4][C:5]2[O:10][CH2:9][C:8](=[O:11])[NH:7][C:6]=2[CH:12]=1.[O:13]1[C:17]2([CH2:22][CH2:21][NH:20][CH2:19][CH2:18]2)[O:16][CH2:15][CH2:14]1.C[Si]([N-][Si](C)(C)C)(C)C.[Li+], predict the reaction product. The product is: [O:13]1[C:17]2([CH2:22][CH2:21][N:20]([C:2]3[CH:3]=[CH:4][C:5]4[O:10][CH2:9][C:8](=[O:11])[NH:7][C:6]=4[CH:12]=3)[CH2:19][CH2:18]2)[O:16][CH2:15][CH2:14]1. (6) Given the reactants O=[C:2]([CH3:11])[CH2:3][CH:4]1[C:9](=O)[CH2:8][CH2:7][O:6][CH2:5]1.Cl.[NH2:13][CH2:14][C:15]([O:17][CH2:18][CH3:19])=[O:16].C(=O)(O)[O-].[Na+], predict the reaction product. The product is: [CH3:11][C:2]1[N:13]([CH2:14][C:15]([O:17][CH2:18][CH3:19])=[O:16])[C:9]2[CH2:8][CH2:7][O:6][CH2:5][C:4]=2[CH:3]=1. (7) Given the reactants Br[C:2]1[N:7]=[C:6]2[N:8]([CH2:11][C:12]3[CH:13]=[C:14]4[C:19](=[CH:20][CH:21]=3)[N:18]=[CH:17][CH:16]=[CH:15]4)[N:9]=[N:10][C:5]2=[N:4][CH:3]=1.[C:22]([Zn]C#N)#[N:23].[NH4+].[Cl-].CCOC(C)=O, predict the reaction product. The product is: [N:18]1[C:19]2[C:14](=[CH:13][C:12]([CH2:11][N:8]3[C:6]4=[N:7][C:2]([C:22]#[N:23])=[CH:3][N:4]=[C:5]4[N:10]=[N:9]3)=[CH:21][CH:20]=2)[CH:15]=[CH:16][CH:17]=1. (8) Given the reactants [Br:1][C:2]1[C:6]2[CH:7]([O:14][CH3:15])[NH:8][CH:9]=[C:10]([C:11](O)=[O:12])[C:5]=2[N:4]([CH:16]2[CH2:20][CH2:19][CH2:18][CH2:17]2)[CH:3]=1.C([N:23](CC)CC)C.CCN=C=NCCCN(C)C.Cl, predict the reaction product. The product is: [Br:1][C:2]1[C:6]2[CH:7]([O:14][CH3:15])[NH:8][CH:9]=[C:10]([C:11]([NH2:23])=[O:12])[C:5]=2[N:4]([CH:16]2[CH2:20][CH2:19][CH2:18][CH2:17]2)[CH:3]=1. (9) Given the reactants [Cl:1][C:2]1[CH:3]=[C:4]([CH:7]=[CH:8][C:9]=1[O:10][CH3:11])[CH2:5][NH2:6].[C:12](=[O:15])([O-])[O-:13].[K+].[K+].[CH3:18][N:19]1[CH2:23][CH2:22][CH2:21][C:20]1=O.[ClH:25], predict the reaction product. The product is: [Cl:1][C:2]1[CH:3]=[C:4]([CH:7]=[CH:8][C:9]=1[O:10][CH3:11])[CH2:5][NH:6][C:18]1[N:19]=[C:20]([Cl:25])[CH:21]=[CH:22][C:23]=1[C:12]([OH:13])=[O:15]. (10) The product is: [Br:1][C:2]1[CH:3]=[C:4]2[C:9](=[N:10][CH:11]=1)[N:8]([CH2:12][CH3:13])[CH:7]=[C:6]([C:14]([OH:16])=[O:15])[C:5]2=[O:19]. Given the reactants [Br:1][C:2]1[CH:3]=[C:4]2[C:9](=[N:10][CH:11]=1)[N:8]([CH2:12][CH3:13])[CH:7]=[C:6]([C:14]([O:16]CC)=[O:15])[C:5]2=[O:19].[OH-].[K+], predict the reaction product.